Dataset: Full USPTO retrosynthesis dataset with 1.9M reactions from patents (1976-2016). Task: Predict the reactants needed to synthesize the given product. (1) Given the product [I:9][C:5]1[CH:4]=[C:3]([CH2:2][N:17]2[C:16]3[CH2:18][CH2:19][CH2:20][C:21](=[O:22])[C:15]=3[NH:14][CH:13]2[CH:11]([CH3:12])[CH3:10])[CH:8]=[CH:7][CH:6]=1, predict the reactants needed to synthesize it. The reactants are: Br[CH2:2][C:3]1[CH:8]=[CH:7][CH:6]=[C:5]([I:9])[CH:4]=1.[CH3:10][CH:11]([C:13]1[NH:17][C:16]2[CH2:18][CH2:19][CH2:20][C:21](=[O:22])[C:15]=2[N:14]=1)[CH3:12]. (2) Given the product [Cl:1][C:2]1[CH:9]=[CH:8][C:5]([C:6]#[N:7])=[C:4]([O:10][C@@H:11]([C:16]2[CH:21]=[CH:20][CH:19]=[CH:18][CH:17]=2)[CH2:12][CH2:13][CH2:14][I:22])[CH:3]=1, predict the reactants needed to synthesize it. The reactants are: [Cl:1][C:2]1[CH:9]=[CH:8][C:5]([C:6]#[N:7])=[C:4]([O:10][C@@H:11]([C:16]2[CH:21]=[CH:20][CH:19]=[CH:18][CH:17]=2)[CH2:12][CH2:13][CH2:14]Cl)[CH:3]=1.[I-:22].[Na+]. (3) Given the product [C:33]([Si:30]([CH3:32])([CH3:31])[O:29][CH2:28][CH2:27][C:7]1([C@@H:9]2[C@:17]3([CH3:18])[C@H:12]([C@@H:13]([O:19][Si:20]([C:23]([CH3:26])([CH3:25])[CH3:24])([CH3:21])[CH3:22])[CH2:14][CH2:15][CH2:16]3)[CH2:11][CH2:10]2)[CH2:8][CH:6]1[CH2:4][OH:3])([CH3:36])([CH3:35])[CH3:34], predict the reactants needed to synthesize it. The reactants are: C([O:3][C:4]([CH:6]1[CH2:8][C:7]1([CH2:27][CH2:28][O:29][Si:30]([C:33]([CH3:36])([CH3:35])[CH3:34])([CH3:32])[CH3:31])[C@@H:9]1[C@:17]2([CH3:18])[C@H:12]([C@@H:13]([O:19][Si:20]([C:23]([CH3:26])([CH3:25])[CH3:24])([CH3:22])[CH3:21])[CH2:14][CH2:15][CH2:16]2)[CH2:11][CH2:10]1)=O)C.CC(C[AlH]CC(C)C)C.[Cl-].[NH4+].Cl.